This data is from Reaction yield outcomes from USPTO patents with 853,638 reactions. The task is: Predict the reaction yield, written as a fraction of the theoretical maximum amount of product (1.0 means a 100% yield; for example, 0.34 means a 34% yield). (1) The reactants are [O:1]([C:8]1[CH:14]=[CH:13][C:11]([NH2:12])=[CH:10][CH:9]=1)[C:2]1[CH:7]=[CH:6][CH:5]=[CH:4][CH:3]=1.C(N(CC)CC)C.[Cl:22][CH2:23][C:24](Cl)=[O:25]. The catalyst is ClCCl. The product is [Cl:22][CH2:23][C:24]([NH:12][C:11]1[CH:10]=[CH:9][C:8]([O:1][C:2]2[CH:3]=[CH:4][CH:5]=[CH:6][CH:7]=2)=[CH:14][CH:13]=1)=[O:25]. The yield is 0.950. (2) The reactants are [OH:1][C:2]1[CH:11]=[CH:10][C:5]([C:6]([O:8][CH3:9])=[O:7])=[CH:4][C:3]=1I.[C:13]([Cu])#[N:14].[C-]#N.[Na+]. The catalyst is CN(C=O)C. The product is [C:13]([C:3]1[CH:4]=[C:5]([CH:10]=[CH:11][C:2]=1[OH:1])[C:6]([O:8][CH3:9])=[O:7])#[N:14]. The yield is 1.00. (3) The reactants are Cl[C:2]1([CH3:17])[CH2:4][C:3]1([C:11]1[CH:16]=[CH:15][CH:14]=[CH:13][CH:12]=1)[C:5]1[CH:10]=[CH:9][CH:8]=[CH:7][CH:6]=1.[Mg].II.[Br-].[Li+].Cl[P:24]([C:29]([CH3:32])([CH3:31])[CH3:30])[C:25]([CH3:28])([CH3:27])[CH3:26]. The catalyst is CCCCCC.[Cu](I)I.C1COCC1. The product is [C:5]1([C:3]2([C:11]3[CH:16]=[CH:15][CH:14]=[CH:13][CH:12]=3)[CH2:4][C:2]2([P:24]([C:29]([CH3:32])([CH3:31])[CH3:30])[C:25]([CH3:28])([CH3:27])[CH3:26])[CH3:17])[CH:10]=[CH:9][CH:8]=[CH:7][CH:6]=1. The yield is 0.250. (4) The reactants are Cl[C:2]1[C:7]([F:8])=[C:6]([Cl:9])[N:5]=[C:4]([CH3:10])[N:3]=1.Cl.Cl.[CH3:13][N:14]1[CH2:19][CH2:18][NH:17][CH2:16][C@@H:15]1[CH3:20].C(N(CC)CC)C.CO. The catalyst is C1COCC1. The product is [Cl:9][C:6]1[C:7]([F:8])=[C:2]([N:17]2[CH2:18][CH2:19][N:14]([CH3:13])[C@@H:15]([CH3:20])[CH2:16]2)[N:3]=[C:4]([CH3:10])[N:5]=1. The yield is 0.980. (5) The reactants are [CH3:1][O:2][C:3]1[C:8]([CH2:9][N:10]2[CH2:15][CH2:14][C:13]([CH2:18][CH2:19][C:20]3[CH:25]=[CH:24][CH:23]=[CH:22][CH:21]=3)([CH2:16][OH:17])[CH2:12][CH2:11]2)=[CH:7][CH:6]=[CH:5][N:4]=1.C1(P(C2C=CC=CC=2)C2C=CC=CC=2)C=CC=CC=1.[F:45][C:46]1[CH:51]=[CH:50][CH:49]=[CH:48][C:47]=1O.N(C(OCC)=O)=NC(OCC)=O. The catalyst is O1CCCC1. The product is [F:45][C:46]1[CH:51]=[CH:50][CH:49]=[CH:48][C:47]=1[O:17][CH2:16][C:13]1([CH2:18][CH2:19][C:20]2[CH:21]=[CH:22][CH:23]=[CH:24][CH:25]=2)[CH2:12][CH2:11][N:10]([CH2:9][C:8]2[C:3]([O:2][CH3:1])=[N:4][CH:5]=[CH:6][CH:7]=2)[CH2:15][CH2:14]1. The yield is 0.0700. (6) The reactants are [CH3:1][O:2][C:3]1[CH:11]=[C:10]([O:12][CH3:13])[CH:9]=[CH:8][C:4]=1[C:5]([OH:7])=O.[CH3:14][O:15][C:16]1[CH:21]=[CH:20][C:19]([NH2:22])=[CH:18][CH:17]=1.C1CCC(N=C=NC2CCCCC2)CC1. The catalyst is CN(C1C=CN=CC=1)C.CN(C=O)C. The product is [CH3:1][O:2][C:3]1[CH:11]=[C:10]([O:12][CH3:13])[CH:9]=[CH:8][C:4]=1[C:5]([NH:22][C:19]1[CH:20]=[CH:21][C:16]([O:15][CH3:14])=[CH:17][CH:18]=1)=[O:7]. The yield is 0.870.